This data is from Reaction yield outcomes from USPTO patents with 853,638 reactions. The task is: Predict the reaction yield, written as a fraction of the theoretical maximum amount of product (1.0 means a 100% yield; for example, 0.34 means a 34% yield). (1) The reactants are [F:1][CH:2]([F:18])[CH2:3][O:4][C@H:5]1[C@@H:10]([NH2:11])[CH2:9][CH2:8][N:7]([C:12](=[O:17])[C:13]([F:16])([F:15])[F:14])[CH2:6]1.[Cl:19][C:20]1[N:21]=[C:22]([C:27](O)=[O:28])[NH:23][C:24]=1[CH2:25][CH3:26].CCN=C=NCCCN(C)C.Cl.C1C=CC2N(O)N=NC=2C=1. The catalyst is ClCCl.CC(N(C)C)=O. The product is [Cl:19][C:20]1[N:21]=[C:22]([C:27]([NH:11][C@H:10]2[CH2:9][CH2:8][N:7]([C:12](=[O:17])[C:13]([F:16])([F:14])[F:15])[CH2:6][C@H:5]2[O:4][CH2:3][CH:2]([F:1])[F:18])=[O:28])[NH:23][C:24]=1[CH2:25][CH3:26]. The yield is 0.630. (2) The reactants are [CH:1]1([C:5]([OH:7])=[O:6])[CH2:4][CH2:3][CH2:2]1.OS(O)(=O)=O.O.[CH3:14][CH2:15]O. The product is [CH:1]1([C:5]([O:7][CH2:14][CH3:15])=[O:6])[CH2:4][CH2:3][CH2:2]1. The yield is 0.690. No catalyst specified.